From a dataset of Catalyst prediction with 721,799 reactions and 888 catalyst types from USPTO. Predict which catalyst facilitates the given reaction. Reactant: C([O:3][C:4](=[O:16])[CH2:5][CH:6]1[CH2:11][CH2:10][N:9]([S:12]([CH3:15])(=[O:14])=[O:13])[CH2:8][CH2:7]1)C.C1COCC1.O.[OH-].[Li+]. Product: [CH3:15][S:12]([N:9]1[CH2:10][CH2:11][CH:6]([CH2:5][C:4]([OH:16])=[O:3])[CH2:7][CH2:8]1)(=[O:14])=[O:13]. The catalyst class is: 6.